The task is: Regression. Given two drug SMILES strings and cell line genomic features, predict the synergy score measuring deviation from expected non-interaction effect.. This data is from Merck oncology drug combination screen with 23,052 pairs across 39 cell lines. (1) Drug 1: CCC1=CC2CN(C1)Cc1c([nH]c3ccccc13)C(C(=O)OC)(c1cc3c(cc1OC)N(C)C1C(O)(C(=O)OC)C(OC(C)=O)C4(CC)C=CCN5CCC31C54)C2. Drug 2: C#Cc1cccc(Nc2ncnc3cc(OCCOC)c(OCCOC)cc23)c1. Cell line: MDAMB436. Synergy scores: synergy=17.0. (2) Drug 1: CN(Cc1cnc2nc(N)nc(N)c2n1)c1ccc(C(=O)NC(CCC(=O)O)C(=O)O)cc1. Drug 2: CCc1cnn2c(NCc3ccc[n+]([O-])c3)cc(N3CCCCC3CCO)nc12. Cell line: HT29. Synergy scores: synergy=-3.32. (3) Cell line: HCT116. Drug 2: C=CCn1c(=O)c2cnc(Nc3ccc(N4CCN(C)CC4)cc3)nc2n1-c1cccc(C(C)(C)O)n1. Synergy scores: synergy=2.98. Drug 1: Nc1ccn(C2OC(CO)C(O)C2(F)F)c(=O)n1. (4) Drug 1: CCN(CC)CCNC(=O)c1c(C)[nH]c(C=C2C(=O)Nc3ccc(F)cc32)c1C. Drug 2: CNC(=O)c1cc(Oc2ccc(NC(=O)Nc3ccc(Cl)c(C(F)(F)F)c3)cc2)ccn1. Cell line: RKO. Synergy scores: synergy=-3.79. (5) Drug 1: O=S1(=O)NC2(CN1CC(F)(F)F)C1CCC2Cc2cc(C=CCN3CCC(C(F)(F)F)CC3)ccc2C1. Drug 2: CCc1cnn2c(NCc3ccc[n+]([O-])c3)cc(N3CCCCC3CCO)nc12. Cell line: SKMES1. Synergy scores: synergy=4.15. (6) Drug 1: CC1CC2C3CCC4=CC(=O)C=CC4(C)C3(F)C(O)CC2(C)C1(O)C(=O)CO. Drug 2: O=C(CCCCCCC(=O)Nc1ccccc1)NO. Cell line: RPMI7951. Synergy scores: synergy=-11.6. (7) Drug 1: O=S1(=O)NC2(CN1CC(F)(F)F)C1CCC2Cc2cc(C=CCN3CCC(C(F)(F)F)CC3)ccc2C1. Drug 2: CS(=O)(=O)CCNCc1ccc(-c2ccc3ncnc(Nc4ccc(OCc5cccc(F)c5)c(Cl)c4)c3c2)o1. Cell line: SKMES1. Synergy scores: synergy=20.7.